This data is from Forward reaction prediction with 1.9M reactions from USPTO patents (1976-2016). The task is: Predict the product of the given reaction. (1) Given the reactants [F:1][C:2]([F:7])([F:6])[C:3]([OH:5])=[O:4].[F:8][C:9]([F:14])([F:13])[C:10]([OH:12])=[O:11].[Cl:15][C:16]1[CH:17]=[N:18][C:19]2[NH:20][C:21]3[CH:22]=[CH:23][CH:24]=[C:25]([CH:43]=3)[CH2:26][CH2:27][C:28]3[CH:36]=[C:32]([NH:33][C:34]=1[N:35]=2)[CH:31]=[CH:30][C:29]=3[N:37]1[CH2:42][CH2:41][NH:40][CH2:39][CH2:38]1.C(N(CC)C(C)C)(C)C.[C:53](Cl)(=[O:60])[C:54]1[CH:59]=[CH:58][CH:57]=[CH:56][CH:55]=1, predict the reaction product. The product is: [F:1][C:2]([F:7])([F:6])[C:3]([OH:5])=[O:4].[F:8][C:9]([F:14])([F:13])[C:10]([OH:12])=[O:11].[C:53]([N:40]1[CH2:41][CH2:42][N:37]([C:29]2[CH:30]=[CH:31][C:32]3[NH:33][C:34]4[N:35]=[C:19]([NH:20][C:21]5[CH:22]=[CH:23][CH:24]=[C:25]([CH:43]=5)[CH2:26][CH2:27][C:28]=2[CH:36]=3)[N:18]=[CH:17][C:16]=4[Cl:15])[CH2:38][CH2:39]1)(=[O:60])[C:54]1[CH:59]=[CH:58][CH:57]=[CH:56][CH:55]=1. (2) Given the reactants [NH2:1][C:2]1[CH:10]=[CH:9][C:5]([C:6](O)=O)=[CH:4][CH:3]=1.[NH2:11][C:12]1[CH:17]=[C:16]([Cl:18])[CH:15]=[CH:14][C:13]=1[SH:19], predict the reaction product. The product is: [Cl:18][C:16]1[CH:15]=[CH:14][C:13]2[S:19][C:6]([C:5]3[CH:9]=[CH:10][C:2]([NH2:1])=[CH:3][CH:4]=3)=[N:11][C:12]=2[CH:17]=1. (3) Given the reactants [CH3:1][O:2][C:3](=[O:14])[C:4]1[CH:12]=[CH:11][C:10]([OH:13])=[C:6]([C:7]([OH:9])=[O:8])[CH:5]=1.N#N.[C:17](OC(O[C:17]([CH3:20])([CH3:19])[CH3:18])N(C)C)([CH3:20])([CH3:19])[CH3:18].CCCCCCC.CCOC(C)=O.CC(O)=O, predict the reaction product. The product is: [CH3:1][O:2][C:3](=[O:14])[C:4]1[CH:12]=[CH:11][C:10]([OH:13])=[C:6]([C:7]([O:9][C:17]([CH3:20])([CH3:19])[CH3:18])=[O:8])[CH:5]=1. (4) Given the reactants [CH2:1]([C@H:8]1[CH2:12][O:11][C:10]([CH3:14])([CH3:13])[N:9]1[C:15](=[O:35])[C:16](C1C=CN(C2C=CC(C3C=CC=CC=3)=CC=2)C=1)=[O:17])[C:2]1[CH:7]=[CH:6][CH:5]=[CH:4][CH:3]=1.[C:36]1([C:47]2[CH:52]=[CH:51][CH:50]=[CH:49][CH:48]=2)[CH:41]=[CH:40][C:39]([C:42]2[O:43][CH:44]=[CH:45][CH:46]=2)=[CH:38][CH:37]=1.C(OC(=O)C(NN1[C@@H](CC2C=CC=CC=2)COC1(C)C)=O)C, predict the reaction product. The product is: [CH2:1]([C@H:8]1[CH2:12][O:11][C:10]([CH3:14])([CH3:13])[N:9]1[C:15](=[O:35])[C:16]([C:44]1[O:43][C:42]([C:39]2[CH:40]=[CH:41][C:36]([C:47]3[CH:48]=[CH:49][CH:50]=[CH:51][CH:52]=3)=[CH:37][CH:38]=2)=[CH:46][CH:45]=1)=[O:17])[C:2]1[CH:7]=[CH:6][CH:5]=[CH:4][CH:3]=1. (5) Given the reactants C12(COC3C(C4CC4)=CC(C(O)=O)=CN=3)CC3CC(CC(C3)C1)C2.[Cl:25][C:26]1[C:27]([O:36][CH2:37][C:38]23[CH2:48][C:42]4([F:49])[CH2:43][C:44]([F:47])([CH2:46][C:40]([F:50])([CH2:41]4)[CH2:39]2)[CH2:45]3)=[CH:28][C:29]([F:35])=[C:30]([CH:34]=1)[C:31](O)=[O:32].COC[CH2:54][S:55]([NH2:58])(=[O:57])=[O:56].CS(N)(=O)=O, predict the reaction product. The product is: [Cl:25][C:26]1[C:27]([O:36][CH2:37][C:38]23[CH2:48][C:42]4([F:49])[CH2:43][C:44]([F:47])([CH2:46][C:40]([F:50])([CH2:41]4)[CH2:39]2)[CH2:45]3)=[CH:28][C:29]([F:35])=[C:30]([CH:34]=1)[C:31]([NH:58][S:55]([CH3:54])(=[O:57])=[O:56])=[O:32].